From a dataset of Forward reaction prediction with 1.9M reactions from USPTO patents (1976-2016). Predict the product of the given reaction. The product is: [CH3:30][C:20]1[CH:25]=[CH:24][C:23]([S:26]([NH:1][C@H:2]2[C@H:7]3[CH2:8][C@H:4]([C@@H:5]([C:16]([O:18][CH3:19])=[O:17])[N:6]3[C:9]([O:11][C:12]([CH3:13])([CH3:14])[CH3:15])=[O:10])[CH2:3]2)(=[O:28])=[O:27])=[CH:22][CH:21]=1. Given the reactants [NH2:1][C@H:2]1[C@H:7]2[CH2:8][C@H:4]([C@@H:5]([C:16]([O:18][CH3:19])=[O:17])[N:6]2[C:9]([O:11][C:12]([CH3:15])([CH3:14])[CH3:13])=[O:10])[CH2:3]1.[C:20]1([CH3:30])[CH:25]=[CH:24][C:23]([S:26](Cl)(=[O:28])=[O:27])=[CH:22][CH:21]=1, predict the reaction product.